From a dataset of Catalyst prediction with 721,799 reactions and 888 catalyst types from USPTO. Predict which catalyst facilitates the given reaction. (1) Reactant: [N:1]1[CH:6]=[CH:5][C:4]([CH2:7][CH2:8][CH2:9][OH:10])=[CH:3][CH:2]=1.C(N(CC)CC)C.[S:18](Cl)([CH3:21])(=[O:20])=[O:19]. Product: [N:1]1[CH:6]=[CH:5][C:4]([CH2:7][CH2:8][CH2:9][O:10][S:18]([CH3:21])(=[O:20])=[O:19])=[CH:3][CH:2]=1. The catalyst class is: 2. (2) Reactant: [CH2:1]1[CH:9]2[N:4]([CH2:5][CH:6]=[C:7]([C:10]3[C:18]4[C:13](=[N:14][CH:15]=[CH:16][CH:17]=4)[NH:12][CH:11]=3)[CH2:8]2)[CH2:3][CH2:2]1.[CH:19]1[C:28]2[C:23](=[CH:24][CH:25]=[CH:26][CH:27]=2)[CH:22]=[CH:21][C:20]=1[S:29](Cl)(=[O:31])=[O:30]. Product: [CH2:1]1[CH:9]2[N:4]([CH2:5][CH:6]=[C:7]([C:10]3[C:18]4[C:13](=[N:14][CH:15]=[CH:16][CH:17]=4)[N:12]([S:29]([C:20]4[CH:21]=[CH:22][C:23]5[C:28](=[CH:27][CH:26]=[CH:25][CH:24]=5)[CH:19]=4)(=[O:31])=[O:30])[CH:11]=3)[CH2:8]2)[CH2:3][CH2:2]1. The catalyst class is: 1. (3) Reactant: [H-].[Na+].[CH2:3]([O:10][C@@H:11]1[C@@H:17]([O:18][CH2:19][C:20]2[CH:25]=[CH:24][CH:23]=[CH:22][CH:21]=2)[C@H:16]([O:26][CH2:27][C:28]2[CH:33]=[CH:32][CH:31]=[CH:30][CH:29]=2)[C@@H:15]([CH2:34][O:35][CH2:36][C:37]2[CH:42]=[CH:41][CH:40]=[CH:39][CH:38]=2)[O:14][CH:12]1[OH:13])[C:4]1[CH:9]=[CH:8][CH:7]=[CH:6][CH:5]=1.[H][H].[Br:45][CH2:46][CH2:47][CH2:48]Br. Product: [Br:45][CH2:46][CH2:47][CH2:48][O:13][CH:12]1[O:14][C@H:15]([CH2:34][O:35][CH2:36][C:37]2[CH:38]=[CH:39][CH:40]=[CH:41][CH:42]=2)[C@@H:16]([O:26][CH2:27][C:28]2[CH:29]=[CH:30][CH:31]=[CH:32][CH:33]=2)[C@H:17]([O:18][CH2:19][C:20]2[CH:25]=[CH:24][CH:23]=[CH:22][CH:21]=2)[C@H:11]1[O:10][CH2:3][C:4]1[CH:5]=[CH:6][CH:7]=[CH:8][CH:9]=1. The catalyst class is: 9. (4) Reactant: [CH3:1][O:2][C:3]1[CH:4]=[CH:5][C:6]2[C:10]([O:11][C:12]3[CH:17]=[CH:16][C:15]([O:18][CH2:19][CH2:20][N:21]4[CH2:26][CH2:25][CH2:24][CH2:23][CH2:22]4)=[CH:14][CH:13]=3)=[C:9]([C:27]3[CH:28]=[C:29]4[C:33](=[CH:34][CH:35]=3)[C:32](=[O:36])[NH:31][CH2:30]4)[S:8][C:7]=2[CH:37]=1.[ClH:38].C(OCC)C. Product: [ClH:38].[CH3:1][O:2][C:3]1[CH:4]=[CH:5][C:6]2[C:10]([O:11][C:12]3[CH:13]=[CH:14][C:15]([O:18][CH2:19][CH2:20][N:21]4[CH2:22][CH2:23][CH2:24][CH2:25][CH2:26]4)=[CH:16][CH:17]=3)=[C:9]([C:27]3[CH:28]=[C:29]4[C:33](=[CH:34][CH:35]=3)[C:32](=[O:36])[NH:31][CH2:30]4)[S:8][C:7]=2[CH:37]=1. The catalyst class is: 4. (5) Reactant: [CH3:1][C:2]1[N:7]=[C:6]2[S:8][C:9]3[CH2:13][CH2:12][CH2:11][C:10]=3[C:5]2=[C:4]([C:14]2[O:15][CH:16]=[CH:17][CH:18]=2)[C:3]=1[CH2:19][C:20]([O:22][CH3:23])=[O:21].[Li+].C[Si]([N-][Si](C)(C)C)(C)C.[CH2:34]1[CH2:38]OC[CH2:35]1.ICCC. Product: [CH3:1][C:2]1[N:7]=[C:6]2[S:8][C:9]3[CH2:13][CH2:12][CH2:11][C:10]=3[C:5]2=[C:4]([C:14]2[O:15][CH:16]=[CH:17][CH:18]=2)[C:3]=1[CH:19]([CH2:35][CH2:34][CH3:38])[C:20]([O:22][CH3:23])=[O:21]. The catalyst class is: 3. (6) Reactant: [Br:1][C:2]1[CH:7]=[C:6]([C:8]2[CH:13]=[CH:12][N:11]=[CH:10][CH:9]=2)[CH:5]=[CH:4][C:3]=1[NH:14]C(=O)C.[OH-].[K+]. Product: [Br:1][C:2]1[CH:7]=[C:6]([C:8]2[CH:9]=[CH:10][N:11]=[CH:12][CH:13]=2)[CH:5]=[CH:4][C:3]=1[NH2:14]. The catalyst class is: 40. (7) Reactant: C([CH2:5][C:6]([NH:8][C:9]1[CH:14]=[CH:13][C:12]([B:15]2[O:19][C:18]([CH3:21])([CH3:20])[C:17]([CH3:23])([CH3:22])[O:16]2)=[CH:11][CH:10]=1)=[O:7])(C)(C)C.[CH3:24]C(OCC1C2C(=CC=CC=2)C(COC(C)=O)=C2C=1C=CC=C2)=O. Product: [CH3:24][N:8]([C:9]1[CH:14]=[CH:13][C:12]([B:15]2[O:16][C:17]([CH3:23])([CH3:22])[C:18]([CH3:21])([CH3:20])[O:19]2)=[CH:11][CH:10]=1)[C:6](=[O:7])[CH3:5]. The catalyst class is: 436. (8) Reactant: Br[CH2:2][C:3]1[CH:8]=[CH:7][C:6]([N+:9]([O-:11])=[O:10])=[CH:5][C:4]=1[C:12]([F:15])([F:14])[F:13].[CH:16]1([CH2:19][N:20]2[CH2:25][CH2:24][NH:23][CH2:22][CH2:21]2)[CH2:18][CH2:17]1.C([O-])(O)=O.[Na+]. Product: [CH:16]1([CH2:19][N:20]2[CH2:25][CH2:24][N:23]([CH2:2][C:3]3[CH:8]=[CH:7][C:6]([N+:9]([O-:11])=[O:10])=[CH:5][C:4]=3[C:12]([F:15])([F:14])[F:13])[CH2:22][CH2:21]2)[CH2:18][CH2:17]1. The catalyst class is: 23. (9) Reactant: Br[C:2]1[CH:10]=[C:9]2[C:5]([CH:6]=[CH:7][NH:8]2)=[CH:4][CH:3]=1.[CH3:11][O:12][C:13](=[O:19])[CH2:14][CH2:15][S:16]([O-:18])=[O:17].[Na+]. Product: [NH:8]1[C:9]2[C:5](=[CH:4][CH:3]=[C:2]([S:16]([CH2:15][CH2:14][C:13]([O:12][CH3:11])=[O:19])(=[O:18])=[O:17])[CH:10]=2)[CH:6]=[CH:7]1. The catalyst class is: 205.